Dataset: Full USPTO retrosynthesis dataset with 1.9M reactions from patents (1976-2016). Task: Predict the reactants needed to synthesize the given product. (1) Given the product [NH2:1][CH2:4][CH2:5][C:6]1[N:11]=[C:10]([NH:12][C:13](=[O:19])[O:14][C:15]([CH3:17])([CH3:16])[CH3:18])[CH:9]=[CH:8][CH:7]=1, predict the reactants needed to synthesize it. The reactants are: [N:1]([CH2:4][CH2:5][C:6]1[N:11]=[C:10]([NH:12][C:13](=[O:19])[O:14][C:15]([CH3:18])([CH3:17])[CH3:16])[CH:9]=[CH:8][CH:7]=1)=[N+]=[N-].[H][H]. (2) Given the product [OH:61][CH:58]1[CH2:59][CH2:60][N:55]([CH2:54][CH2:53][N:12]2[CH2:17][CH2:16][CH:15]([NH:18][C:19]([C:21]3[NH:22][C:23]4[C:28]([CH:29]=3)=[C:27]([O:30][CH2:31][C:32]3[C:36]5[CH:37]=[CH:38][C:39]([O:41][CH3:42])=[CH:40][C:35]=5[O:34][CH:33]=3)[CH:26]=[CH:25][CH:24]=4)=[O:20])[CH2:14][CH2:13]2)[CH2:56][CH2:57]1, predict the reactants needed to synthesize it. The reactants are: [C@H]1(C[N:12]2[CH2:17][CH2:16][CH:15]([NH:18][C:19]([C:21]3[NH:22][C:23]4[C:28]([CH:29]=3)=[C:27]([O:30][CH2:31][C:32]3[C:36]5[CH:37]=[CH:38][C:39]([O:41][CH3:42])=[CH:40][C:35]=5[O:34][CH:33]=3)[CH:26]=[CH:25][CH:24]=4)=[O:20])[CH2:14][CH2:13]2)[C@@H]2N(CCCC2)CCC1.Cl.Cl.Cl.NC1CCN([CH2:53][CH2:54][N:55]2[CH2:60][CH2:59][CH:58]([OH:61])[CH2:57][CH2:56]2)CC1. (3) The reactants are: [I-].[CH3:2][C:3]([O:6][C:7]([N:9]1[CH2:15][CH2:14][CH2:13][C:12]2[CH:16]=[C:17]([NH:20][C:21](=[O:39])[C@@H:22]([NH:28][C:29]([O:31][CH2:32][C:33]3[CH:38]=[CH:37][CH:36]=[CH:35][CH:34]=3)=[O:30])[CH2:23][CH2:24][S+](C)C)[CH:18]=[CH:19][C:11]=2[CH2:10]1)=[O:8])([CH3:5])[CH3:4].C(=O)([O-])[O-].[Cs+].[Cs+].[Cl-].[NH4+]. Given the product [O:39]=[C:21]1[C@@H:22]([NH:28][C:29]([O:31][CH2:32][C:33]2[CH:38]=[CH:37][CH:36]=[CH:35][CH:34]=2)=[O:30])[CH2:23][CH2:24][N:20]1[C:17]1[CH:18]=[CH:19][C:11]2[CH2:10][N:9]([C:7]([O:6][C:3]([CH3:5])([CH3:4])[CH3:2])=[O:8])[CH2:15][CH2:14][CH2:13][C:12]=2[CH:16]=1, predict the reactants needed to synthesize it. (4) Given the product [CH3:13][C:14]1[CH:20]=[CH:19][C:18]([N+:21]([O-:23])=[O:22])=[CH:17][C:15]=1[NH:16][C:10](=[O:11])[CH:9]=[CH:8][C:6]1[CH:7]=[N:2][CH:3]=[N:4][CH:5]=1, predict the reactants needed to synthesize it. The reactants are: Cl.[N:2]1[CH:7]=[C:6]([CH:8]=[CH:9][C:10](Cl)=[O:11])[CH:5]=[N:4][CH:3]=1.[CH3:13][C:14]1[CH:20]=[CH:19][C:18]([N+:21]([O-:23])=[O:22])=[CH:17][C:15]=1[NH2:16].C(N(CC)CC)C.C(=O)([O-])[O-].[K+].[K+]. (5) Given the product [C:1]([O:5][C@@H:6]([C:12]1[C:38]([CH3:39])=[N:37][C:36]2=[CH:40][C:33]3=[N:34][N:35]2[C:13]=1[N:14]1[CH2:15][CH2:16][C:17]([CH3:43])([O:18][CH2:19][CH2:20][CH2:46][CH2:21][CH2:22][CH2:23][C:24]2[CH:25]=[CH:26][CH:27]=[CH:28][C:29]=2[CH2:30][O:31][CH2:32]3)[CH2:41][CH2:42]1)[C:7]([OH:9])=[O:8])([CH3:3])([CH3:2])[CH3:4], predict the reactants needed to synthesize it. The reactants are: [C:1]([O:5][C@@H:6]([C:12]1[C:38]([CH3:39])=[N:37][C:36]2=[CH:40][C:33]3=[N:34][N:35]2[C:13]=1[N:14]1[CH2:42][CH2:41][C:17]([CH3:43])([O:18][CH2:19][CH2:20][CH2:21][CH2:22][CH2:23][C:24]2[CH:25]=[CH:26][CH:27]=[CH:28][C:29]=2[CH2:30][O:31][CH2:32]3)[CH2:16][CH2:15]1)[C:7]([O:9]CC)=[O:8])([CH3:4])([CH3:3])[CH3:2].[OH-].[Na+].[CH3:46]CO.